Dataset: Peptide-MHC class I binding affinity with 185,985 pairs from IEDB/IMGT. Task: Regression. Given a peptide amino acid sequence and an MHC pseudo amino acid sequence, predict their binding affinity value. This is MHC class I binding data. (1) The peptide sequence is QQRPFIQPSL. The MHC is HLA-A01:01 with pseudo-sequence HLA-A01:01. The binding affinity (normalized) is 0. (2) The peptide sequence is EMADYIFFV. The MHC is HLA-A02:03 with pseudo-sequence HLA-A02:03. The binding affinity (normalized) is 0.849. (3) The peptide sequence is IRSAEVVSR. The MHC is HLA-A02:11 with pseudo-sequence HLA-A02:11. The binding affinity (normalized) is 0.0847. (4) The peptide sequence is TQIPRQMVL. The MHC is HLA-B46:01 with pseudo-sequence HLA-B46:01. The binding affinity (normalized) is 0.0847. (5) The peptide sequence is PVGGNEKKAK. The MHC is HLA-A03:01 with pseudo-sequence HLA-A03:01. The binding affinity (normalized) is 0.195. (6) The peptide sequence is TILLGIFFL. The MHC is HLA-A02:01 with pseudo-sequence HLA-A02:01. The binding affinity (normalized) is 0.434. (7) The peptide sequence is FLAIPPTAGV. The MHC is HLA-A02:03 with pseudo-sequence HLA-A02:03. The binding affinity (normalized) is 0.949.